Task: Predict the reactants needed to synthesize the given product.. Dataset: Full USPTO retrosynthesis dataset with 1.9M reactions from patents (1976-2016) (1) Given the product [CH2:1]([C:3]12[O:4][CH:5]([CH:9]3[CH:10]1[C:11](=[O:12])[O:13][C:8]3=[O:14])[CH:6]=[CH:7]2)[CH3:2], predict the reactants needed to synthesize it. The reactants are: [CH2:1]([C:3]1[O:4][CH:5]=[CH:6][CH:7]=1)[CH3:2].[C:8]1(=[O:14])[O:13][C:11](=[O:12])[CH:10]=[CH:9]1. (2) Given the product [CH2:14]([N:12]1[CH:22]=[C:4]([C:5]([O:7][CH3:8])=[O:11])[C:3]([CH:2]([CH3:10])[CH3:1])=[N:13]1)[C:15]1[CH:20]=[CH:19][CH:18]=[CH:17][CH:16]=1, predict the reactants needed to synthesize it. The reactants are: [CH3:1][CH:2]([CH3:10])[C:3](=O)[CH2:4][C:5]([O:7][CH3:8])=O.[OH2:11].[NH2:12][NH2:13].[CH2:14](Br)[C:15]1[CH:20]=[CH:19][CH:18]=[CH:17][CH:16]=1.[C:22](=O)([O-])[O-].[K+].[K+]. (3) Given the product [C:1]([Si:5]([CH3:37])([CH3:36])[O:6][C:7]1([C:9]2[CH:14]=[CH:13][CH:12]=[CH:11][C:10]=2[C:15]2[CH:35]=[CH:34][C:18]3[NH:19][C:20]([CH2:22][O:23][C:24]4[CH:25]=[CH:26][C:27]([C:30]([F:31])([F:33])[F:32])=[CH:28][CH:29]=4)=[N:21][C:17]=3[CH:16]=2)[CH2:8][O:43]1)([CH3:2])([CH3:4])[CH3:3], predict the reactants needed to synthesize it. The reactants are: [C:1]([Si:5]([CH3:37])([CH3:36])[O:6][C:7]([C:9]1[CH:14]=[CH:13][CH:12]=[CH:11][C:10]=1[C:15]1[CH:35]=[CH:34][C:18]2[NH:19][C:20]([CH2:22][O:23][C:24]3[CH:29]=[CH:28][C:27]([C:30]([F:33])([F:32])[F:31])=[CH:26][CH:25]=3)=[N:21][C:17]=2[CH:16]=1)=[CH2:8])([CH3:4])([CH3:3])[CH3:2].ClC1C=C(C=CC=1)C(OO)=[O:43]. (4) Given the product [C:38]([C:40]1[CH:41]=[C:42]([C:43]2[O:21][N:20]=[C:18]([C:14]3[C:13]([CH3:22])=[C:12]4[C:17](=[CH:16][CH:15]=3)[CH:8]([CH2:7][CH2:6][CH2:5][C:4]([O:3][CH2:1][CH3:2])=[O:30])[N:9]([C:23]([O:25][C:26]([CH3:29])([CH3:28])[CH3:27])=[O:24])[CH2:10][CH2:11]4)[N:19]=2)[CH:46]=[CH:47][C:48]=1[O:49][CH:50]([CH3:51])[CH3:52])#[N:39], predict the reactants needed to synthesize it. The reactants are: [CH2:1]([O:3][C:4](=[O:30])[CH2:5][CH2:6][CH2:7][CH:8]1[C:17]2[C:12](=[C:13]([CH3:22])[C:14]([C:18]([NH:20][OH:21])=[NH:19])=[CH:15][CH:16]=2)[CH2:11][CH2:10][N:9]1[C:23]([O:25][C:26]([CH3:29])([CH3:28])[CH3:27])=[O:24])[CH3:2].C(N(CC)CC)C.[C:38]([C:40]1[CH:41]=[C:42]([CH:46]=[CH:47][C:48]=1[O:49][CH:50]([CH3:52])[CH3:51])[C:43](Cl)=O)#[N:39]. (5) Given the product [N:2]1[N:3]=[CH:4][N:5]2[C:10]=1[CH:9]=[CH:8][C:7]([C:11]1[CH:12]=[C:13]([C:18]3[CH:23]=[CH:22][C:21]([N:24]4[C@@H:28]([C:29]5[CH:34]=[CH:33][CH:32]=[CH:31][CH:30]=5)[C:27]([CH3:36])([CH3:35])[O:26][C:25]4=[O:37])=[CH:20][CH:19]=3)[CH:14]=[N:15][C:16]=1[NH2:1])=[N:6]2, predict the reactants needed to synthesize it. The reactants are: [NH3:1].[N:2]1[N:3]=[CH:4][N:5]2[C:10]=1[CH:9]=[CH:8][C:7]([C:11]1[CH:12]=[C:13]([C:18]3[CH:23]=[CH:22][C:21]([N:24]4[C@@H:28]([C:29]5[CH:34]=[CH:33][CH:32]=[CH:31][CH:30]=5)[C:27]([CH3:36])([CH3:35])[O:26][C:25]4=[O:37])=[CH:20][CH:19]=3)[CH:14]=[N:15][C:16]=1F)=[N:6]2. (6) Given the product [CH3:10][C:9]1[C:8]([C:13]2[CH:18]=[CH:17][N:16]=[CH:15][CH:14]=2)=[C:7]([C:1]2[CH:6]=[CH:5][CH:4]=[CH:3][CH:2]=2)[NH:20][N:19]=1, predict the reactants needed to synthesize it. The reactants are: [C:1]1([CH:7]2O[C:8]2([C:13]2[CH:18]=[CH:17][N:16]=[CH:15][CH:14]=2)[C:9](=O)[CH3:10])[CH:6]=[CH:5][CH:4]=[CH:3][CH:2]=1.[NH2:19][NH2:20]. (7) Given the product [CH2:1]([O:8][C:9]1[CH:17]=[C:16]([CH:15]=[C:11]([NH:29][C:32]([O:26][C:22]([CH3:25])([CH3:24])[CH3:23])=[O:36])[CH:10]=1)[C:18]([O:20][CH3:21])=[O:19])[C:2]1[CH:3]=[CH:4][CH:5]=[CH:6][CH:7]=1, predict the reactants needed to synthesize it. The reactants are: [CH2:1]([O:8][C:9]1[CH:10]=[C:11]([CH:15]=[C:16]([C:18]([O:20][CH3:21])=[O:19])[CH:17]=1)C(O)=O)[C:2]1[CH:7]=[CH:6][CH:5]=[CH:4][CH:3]=1.[C:22]([OH:26])([CH3:25])([CH3:24])[CH3:23].C([N:29]([CH2:32]C)CC)C.C(OCC)(=[O:36])C.